Task: Predict the reaction yield, written as a fraction of the theoretical maximum amount of product (1.0 means a 100% yield; for example, 0.34 means a 34% yield).. Dataset: Reaction yield outcomes from USPTO patents with 853,638 reactions (1) The reactants are Br[C:2]1[CH:7]=[CH:6][C:5]([O:8][CH2:9][CH2:10][CH2:11][CH3:12])=[C:4]([F:13])[C:3]=1[O:14]COCCOC.C([Li])CCC.[CH:26](N1CCCCC1)=[O:27]. The catalyst is C1COCC1.CCCCCC. The product is [F:13][C:4]1[C:3]([OH:14])=[C:2]([CH:7]=[CH:6][C:5]=1[O:8][CH2:9][CH2:10][CH2:11][CH3:12])[CH:26]=[O:27]. The yield is 0.530. (2) The reactants are [Cl:1][C:2]1[C:3]([OH:11])=[C:4](B(O)O)[CH:5]=[CH:6][CH:7]=1.Br[C:13]1[C:18]([Br:19])=[CH:17][CH:16]=[CH:15][N:14]=1.C(=O)([O-])[O-].[K+].[K+]. The catalyst is COCCOC.O. The product is [Br:19][C:18]1[C:13]([C:4]2[CH:5]=[CH:6][CH:7]=[C:2]([Cl:1])[C:3]=2[OH:11])=[N:14][CH:15]=[CH:16][CH:17]=1. The yield is 0.340. (3) The reactants are [CH3:1][C:2]1[C:10]2([CH2:15][CH2:14][N:13]([C:16]([C:18]3[CH:19]=[N:20][C:21]4[N:22]([N:31]=[CH:32][C:33]=4[C:34](O)=[O:35])[C:23]=3[NH:24][C:25]3[CH:30]=[CH:29][CH:28]=[CH:27][CH:26]=3)=[O:17])[CH2:12][CH2:11]2)[C:9]2[C:4](=[CH:5][CH:6]=[CH:7][CH:8]=2)[CH:3]=1.[CH2:37]([S:39]([NH2:42])(=[O:41])=[O:40])[CH3:38]. No catalyst specified. The yield is 0.630. The product is [CH3:1][C:2]1[C:10]2([CH2:11][CH2:12][N:13]([C:16]([C:18]3[CH:19]=[N:20][C:21]4[N:22]([N:31]=[CH:32][C:33]=4[C:34]([NH:42][S:39]([CH2:37][CH3:38])(=[O:41])=[O:40])=[O:35])[C:23]=3[NH:24][C:25]3[CH:30]=[CH:29][CH:28]=[CH:27][CH:26]=3)=[O:17])[CH2:14][CH2:15]2)[C:9]2[C:4](=[CH:5][CH:6]=[CH:7][CH:8]=2)[CH:3]=1. (4) The product is [CH2:18]([O:17][C:15]([CH:14]1[C:4](=[O:3])[C:6]2[C:10](=[C:9]([C:27]3[CH:28]=[CH:29][C:30]([Cl:33])=[CH:31][CH:32]=3)[N:8]([C:34]3[CH:39]=[CH:38][CH:37]=[CH:36][C:35]=3[Cl:40])[N:7]=2)[CH2:11][N:12]([C:20]([O:22][C:23]([CH3:26])([CH3:25])[CH3:24])=[O:21])[CH2:13]1)=[O:16])[CH3:19]. The reactants are C([O:3][C:4]([C:6]1[C:10]([CH2:11][N:12]([C:20]([O:22][C:23]([CH3:26])([CH3:25])[CH3:24])=[O:21])[CH2:13][CH2:14][C:15]([O:17][CH2:18][CH3:19])=[O:16])=[C:9]([C:27]2[CH:32]=[CH:31][C:30]([Cl:33])=[CH:29][CH:28]=2)[N:8]([C:34]2[CH:39]=[CH:38][CH:37]=[CH:36][C:35]=2[Cl:40])[N:7]=1)=O)C.CC(C)([O-])C.[K+].C1COCC1. The catalyst is C1COCC1.CCOC(C)=O. The yield is 0.430. (5) The reactants are [CH2:1]([O:8][C@H:9]1[C@H:14]([O:15][CH2:16][C:17]2[CH:22]=[CH:21][CH:20]=[CH:19][CH:18]=2)[C@@H:13]([O:23][CH2:24][C:25]2[CH:30]=[CH:29][CH:28]=[CH:27][CH:26]=2)[C@@:12]([C:33]2[CH:38]=[CH:37][C:36]([Cl:39])=[C:35]([CH2:40][C:41]3[CH:46]=[CH:45][C:44]([O:47][CH2:48][C:49]([F:52])([F:51])[F:50])=[CH:43][CH:42]=3)[CH:34]=2)([O:31][CH3:32])[O:11][C@@H:10]1[CH2:53][OH:54])[C:2]1[CH:7]=[CH:6][CH:5]=[CH:4][CH:3]=1.I(C1C=CC=CC=1C(O)=O)(=O)=O. The catalyst is ClCCl. The product is [CH2:1]([O:8][C@H:9]1[C@H:14]([O:15][CH2:16][C:17]2[CH:22]=[CH:21][CH:20]=[CH:19][CH:18]=2)[C@@H:13]([O:23][CH2:24][C:25]2[CH:30]=[CH:29][CH:28]=[CH:27][CH:26]=2)[C@@:12]([C:33]2[CH:38]=[CH:37][C:36]([Cl:39])=[C:35]([CH2:40][C:41]3[CH:42]=[CH:43][C:44]([O:47][CH2:48][C:49]([F:51])([F:52])[F:50])=[CH:45][CH:46]=3)[CH:34]=2)([O:31][CH3:32])[O:11][C@@H:10]1[CH:53]=[O:54])[C:2]1[CH:3]=[CH:4][CH:5]=[CH:6][CH:7]=1. The yield is 0.963.